This data is from Full USPTO retrosynthesis dataset with 1.9M reactions from patents (1976-2016). The task is: Predict the reactants needed to synthesize the given product. (1) Given the product [F:1][C:2]1[CH:7]=[C:6]([F:8])[CH:5]=[CH:4][C:3]=1[N:9]1[CH:13]=[N:12][N:11]=[C:10]1[C:14]1[S:15][C:16]2[CH2:17][CH2:18][O:19][C:20]3[CH:27]=[CH:26][C:25]([C:28]([NH2:32])=[O:30])=[CH:24][C:21]=3[C:22]=2[N:23]=1, predict the reactants needed to synthesize it. The reactants are: [F:1][C:2]1[CH:7]=[C:6]([F:8])[CH:5]=[CH:4][C:3]=1[N:9]1[CH:13]=[N:12][N:11]=[C:10]1[C:14]1[S:15][C:16]2[CH2:17][CH2:18][O:19][C:20]3[CH:27]=[CH:26][C:25]([C:28]([OH:30])=O)=[CH:24][C:21]=3[C:22]=2[N:23]=1.[Cl-].[NH4+:32]. (2) Given the product [C:1]1([C:22]2[CH:27]=[CH:26][CH:25]=[CH:24][CH:23]=2)[CH:2]=[CH:3][C:4]([CH2:7][S:8]([NH:11][C:12]2[CH:20]=[CH:19][C:15]([C:16]([O:18][CH3:28])=[O:17])=[C:14]([OH:21])[CH:13]=2)(=[O:9])=[O:10])=[CH:5][CH:6]=1, predict the reactants needed to synthesize it. The reactants are: [C:1]1([C:22]2[CH:27]=[CH:26][CH:25]=[CH:24][CH:23]=2)[CH:6]=[CH:5][C:4]([CH2:7][S:8]([NH:11][C:12]2[CH:20]=[CH:19][C:15]([C:16]([OH:18])=[O:17])=[C:14]([OH:21])[CH:13]=2)(=[O:10])=[O:9])=[CH:3][CH:2]=1.[C:28](N1C=CN=C1)(N1C=CN=C1)=O.CO.N1C=CC=CC=1.